From a dataset of Full USPTO retrosynthesis dataset with 1.9M reactions from patents (1976-2016). Predict the reactants needed to synthesize the given product. (1) Given the product [F:30][C:31]1[CH:40]=[C:39]([I:41])[CH:38]=[CH:37][C:32]=1[NH:33][C:34]1[N:35]([CH3:36])[C:25](=[O:27])[C:19]2[CH2:20][C:21]([CH3:23])([CH3:24])[CH2:22][C:18]=2[C:17]=1[C:16]([O:15][CH2:13][CH3:14])=[O:29], predict the reactants needed to synthesize it. The reactants are: C(NC(C)C)(C)C.[Li]CCCC.[CH2:13]([O:15][C:16](=[O:29])[CH2:17][C:18]1[CH2:22][C:21]([CH3:24])([CH3:23])[CH2:20][C:19]=1[C:25]([O:27]C)=O)[CH3:14].[F:30][C:31]1[CH:40]=[C:39]([I:41])[CH:38]=[CH:37][C:32]=1[N:33]=[C:34]=[N:35][CH3:36]. (2) Given the product [NH2:17][C:35]([C:3]1[C:2]([NH:1][CH:42]([CH2:43][CH3:44])[CH2:41][CH3:40])=[CH:11][C:6]([C:7]([OH:9])=[O:8])=[C:5]([C:12]([F:15])([F:14])[F:13])[CH:4]=1)=[O:37], predict the reactants needed to synthesize it. The reactants are: [NH2:1][C:2]1[C:3](I)=[CH:4][C:5]([C:12]([F:15])([F:14])[F:13])=[C:6]([CH:11]=1)[C:7]([O:9]C)=[O:8].[NH2:17]C1C(C(F)(F)F)=C(C=CC=1I)C(OC)=O.FC(F)(F)[C:35]([OH:37])=O.[CH3:40][CH2:41][C:42](=O)[CH2:43][CH3:44].C(O[BH-](OC(=O)C)OC(=O)C)(=O)C.[Na+]. (3) Given the product [Si:18]([O:17][C:13]1[CH:12]=[C:11]2[C:16](=[CH:15][CH:14]=1)[N:8]([C:1]([O:3][C:4]([CH3:7])([CH3:6])[CH3:5])=[O:2])[C:9]([C:30](=[O:35])[C:31]([O:33][CH3:34])=[O:32])=[CH:10]2)([C:21]([CH3:24])([CH3:23])[CH3:22])([CH3:20])[CH3:19], predict the reactants needed to synthesize it. The reactants are: [C:1]([N:8]1[C:16]2[C:11](=[CH:12][C:13]([O:17][Si:18]([C:21]([CH3:24])([CH3:23])[CH3:22])([CH3:20])[CH3:19])=[CH:14][CH:15]=2)[CH:10]=[CH:9]1)([O:3][C:4]([CH3:7])([CH3:6])[CH3:5])=[O:2].[Li]C(C)(C)C.[C:30](OC)(=[O:35])[C:31]([O:33][CH3:34])=[O:32].CCOC(C)=O. (4) Given the product [OH:8][C:9]1[CH:14]=[CH:13][C:12]([C:15](=[O:35])[CH2:16][NH:17][C:18]([C@@:20]2([CH3:34])[CH2:24][O:23][C:22]([CH3:26])([CH3:25])[N:21]2[C:27]([O:29][C:30]([CH3:31])([CH3:32])[CH3:33])=[O:28])=[O:19])=[CH:11][C:10]=1[C:36]([F:38])([F:39])[F:37], predict the reactants needed to synthesize it. The reactants are: COC1C=CC(C[O:8][C:9]2[CH:14]=[CH:13][C:12]([C:15](=[O:35])[CH2:16][NH:17][C:18]([C@@:20]3([CH3:34])[CH2:24][O:23][C:22]([CH3:26])([CH3:25])[N:21]3[C:27]([O:29][C:30]([CH3:33])([CH3:32])[CH3:31])=[O:28])=[O:19])=[CH:11][C:10]=2[C:36]([F:39])([F:38])[F:37])=CC=1. (5) Given the product [I:15][C:5]1[C:6]([C:9]2[CH:14]=[CH:13][CH:12]=[CH:11][CH:10]=2)=[N:7][NH:8][C:4]=1[CH:1]([CH3:3])[CH3:2], predict the reactants needed to synthesize it. The reactants are: [CH:1]([C:4]1[NH:8][N:7]=[C:6]([C:9]2[CH:14]=[CH:13][CH:12]=[CH:11][CH:10]=2)[CH:5]=1)([CH3:3])[CH3:2].[I-:15].[Na+].II.C(=O)([O-])[O-].[K+].[K+]. (6) Given the product [CH3:13][O:12][C:9]1[CH:10]=[C:11]2[C:6](=[CH:7][CH:8]=1)[N:5]=[CH:4][CH:3]=[C:2]2[NH2:18], predict the reactants needed to synthesize it. The reactants are: Cl[C:2]1[C:11]2[C:6](=[CH:7][CH:8]=[C:9]([O:12][CH3:13])[CH:10]=2)[N:5]=[CH:4][CH:3]=1.Cl.C([NH2:18])CC.